This data is from Catalyst prediction with 721,799 reactions and 888 catalyst types from USPTO. The task is: Predict which catalyst facilitates the given reaction. (1) Reactant: F[C:2]1[CH:9]=[CH:8][C:7]([N+:10]([O-:12])=[O:11])=[CH:6][C:3]=1[C:4]#[N:5].[O:13]1[CH2:16][CH:15]([N:17]2[CH2:22][CH2:21][NH:20][CH2:19][CH2:18]2)[CH2:14]1.C([O-])([O-])=O.[K+].[K+]. The catalyst class is: 31. Product: [N+:10]([C:7]1[CH:8]=[CH:9][C:2]([N:20]2[CH2:21][CH2:22][N:17]([CH:15]3[CH2:16][O:13][CH2:14]3)[CH2:18][CH2:19]2)=[C:3]([CH:6]=1)[C:4]#[N:5])([O-:12])=[O:11]. (2) Product: [N:21]1[CH:22]=[CH:23][N:24]=[C:19]([NH:18][C:16]2[C:15](=[O:25])[N:14]([CH3:26])[CH:13]=[C:12]([C:11]3[CH:10]=[CH:9][N:8]=[C:7]([N:27]4[CH2:39][CH2:38][N:30]5[C:31]6[CH2:32][CH2:33][CH2:34][CH2:35][C:36]=6[CH:37]=[C:29]5[C:28]4=[O:40])[C:6]=3[CH2:5][OH:4])[CH:17]=2)[N:20]=1. Reactant: C([O:4][CH2:5][C:6]1[C:7]([N:27]2[CH2:39][CH2:38][N:30]3[C:31]4[CH2:32][CH2:33][CH2:34][CH2:35][C:36]=4[CH:37]=[C:29]3[C:28]2=[O:40])=[N:8][CH:9]=[CH:10][C:11]=1[C:12]1[CH:17]=[C:16]([NH:18][C:19]2[N:20]=[N:21][CH:22]=[CH:23][N:24]=2)[C:15](=[O:25])[N:14]([CH3:26])[CH:13]=1)(=O)C.[OH-].[Li+]. The catalyst class is: 854. (3) Reactant: [CH3:1][S:2]([CH:5]=[C:6]1[CH2:15][CH2:14][C:9]2([O:13][CH2:12][CH2:11][O:10]2)[CH2:8][CH2:7]1)(=[O:4])=[O:3]. Product: [CH3:1][S:2]([CH2:5][CH:6]1[CH2:15][CH2:14][C:9]2([O:13][CH2:12][CH2:11][O:10]2)[CH2:8][CH2:7]1)(=[O:3])=[O:4]. The catalyst class is: 78. (4) Reactant: [Br:1][C:2]1[N:3]=[CH:4][NH:5][CH:6]=1.CN(C=O)C.[H-].[Na+].Cl[C:15]1[N:20]=[C:19]([N:21]2[CH2:26][CH2:25][O:24][CH2:23][CH2:22]2)[CH:18]=[CH:17][N:16]=1. Product: [Br:1][C:2]1[N:3]=[CH:4][N:5]([C:15]2[N:20]=[C:19]([N:21]3[CH2:26][CH2:25][O:24][CH2:23][CH2:22]3)[CH:18]=[CH:17][N:16]=2)[CH:6]=1. The catalyst class is: 6. (5) Reactant: [CH:1]1([C:4]([OH:6])=[O:5])[CH2:3][CH2:2]1.O.[C:8](=[O:15])([S:12][CH2:13][CH3:14])[O:9][CH2:10]I. Product: [CH2:13]([S:12][C:8]([O:9][CH2:10][O:5][C:4]([CH:1]1[CH2:3][CH2:2]1)=[O:6])=[O:15])[CH3:14]. The catalyst class is: 4. (6) Reactant: [NH2:1][CH2:2][C:3]1[CH:4]=[CH:5][C:6]([NH2:12])=[N:7][C:8]=1[CH:9]1[CH2:11][CH2:10]1.[Cl:13][C:14]1[CH:15]=[N:16][C:17]2[C:22]([CH:23]=1)=[CH:21][C:20]([CH2:24][C:25]1[CH:26]=[C:27]([CH:31]=[CH:32][N:33]=1)[C:28](O)=[O:29])=[CH:19][CH:18]=2.C1C=CC2N(O)N=NC=2C=1.CCN=C=NCCCN(C)C. Product: [NH2:12][C:6]1[N:7]=[C:8]([CH:9]2[CH2:11][CH2:10]2)[C:3]([CH2:2][NH:1][C:28](=[O:29])[C:27]2[CH:31]=[CH:32][N:33]=[C:25]([CH2:24][C:20]3[CH:21]=[C:22]4[C:17](=[CH:18][CH:19]=3)[N:16]=[CH:15][C:14]([Cl:13])=[CH:23]4)[CH:26]=2)=[CH:4][CH:5]=1. The catalyst class is: 3.